From a dataset of Reaction yield outcomes from USPTO patents with 853,638 reactions. Predict the reaction yield, written as a fraction of the theoretical maximum amount of product (1.0 means a 100% yield; for example, 0.34 means a 34% yield). (1) The reactants are [I:1][C:2]1[CH:10]=[C:9]2[C:5]([CH:6]=[C:7]([C:11]([O:13][CH2:14][CH3:15])=[O:12])[NH:8]2)=[CH:4][CH:3]=1.[H-].[Na+].Cl[CH2:19][C:20]#[N:21].O. The catalyst is CN(C=O)C. The product is [C:20]([CH2:19][N:8]1[C:9]2[C:5](=[CH:4][CH:3]=[C:2]([I:1])[CH:10]=2)[CH:6]=[C:7]1[C:11]([O:13][CH2:14][CH3:15])=[O:12])#[N:21]. The yield is 0.230. (2) The reactants are [CH2:1]([N:8]1[CH:16]=[C:15]2[C:10]([CH:11]=[C:12]([C:17]3[CH:18]=[C:19]([CH:27]4[CH2:31][CH2:30][NH:29][CH2:28]4)[N:20]4[C:25]=3[C:24]([NH2:26])=[N:23][CH:22]=[N:21]4)[CH:13]=[CH:14]2)=[N:9]1)[C:2]1[CH:7]=[CH:6][CH:5]=[CH:4][CH:3]=1.C(O)(=O)C.C(O[C:39]1(O[Si](C)(C)C)[CH2:41][CH2:40]1)C.C([BH3-])#N.[Na+]. The catalyst is CO. The product is [CH2:1]([N:8]1[CH:16]=[C:15]2[C:10]([CH:11]=[C:12]([C:17]3[CH:18]=[C:19]([CH:27]4[CH2:31][CH2:30][N:29]([CH:39]5[CH2:41][CH2:40]5)[CH2:28]4)[N:20]4[C:25]=3[C:24]([NH2:26])=[N:23][CH:22]=[N:21]4)[CH:13]=[CH:14]2)=[N:9]1)[C:2]1[CH:3]=[CH:4][CH:5]=[CH:6][CH:7]=1. The yield is 0.290. (3) The reactants are [OH:1][C:2]1[CH:11]=[C:10]2[C:5]([C:6]([S:12][CH3:13])=[N:7][CH:8]=[N:9]2)=[CH:4][CH:3]=1.[Br:14][CH2:15][CH2:16]Br.C(=O)([O-])[O-].[K+].[K+]. The catalyst is CN(C)C=O. The product is [Br:14][CH2:15][CH2:16][O:1][C:2]1[CH:11]=[C:10]2[C:5]([C:6]([S:12][CH3:13])=[N:7][CH:8]=[N:9]2)=[CH:4][CH:3]=1. The yield is 0.110. (4) The reactants are [F:1][C:2]1[CH:8]=[CH:7][CH:6]=[CH:5][C:3]=1[NH2:4].[N:9]([O-])=O.[Na+].C([O-])(=O)C.[Na+].[C:18]([CH2:21][C:22](=[O:24])[CH3:23])(=[O:20])[CH3:19]. The catalyst is C(O)(=O)C.Cl.O.C(O)C. The product is [F:1][C:2]1[CH:8]=[CH:7][CH:6]=[CH:5][C:3]=1[NH:4][N:9]=[C:21]([C:22](=[O:24])[CH3:23])[C:18](=[O:20])[CH3:19]. The yield is 0.640. (5) The catalyst is CN(C=O)C.O. The product is [CH3:17][C:16]([S:18]([CH:21]1[CH2:22][CH2:23][O:24][CH2:25][CH2:26]1)(=[O:19])=[O:20])([CH3:27])[C:15]([NH:14][C:12]1[O:11][N:10]=[C:9]([C:4]([CH3:8])([C:5](=[O:6])[NH:36][CH3:40])[CH3:3])[CH:13]=1)=[O:28]. The yield is 0.230. The reactants are CN.[CH3:3][C:4]([C:9]1[CH:13]=[C:12]([NH:14][C:15](=[O:28])[C:16]([CH3:27])([S:18]([CH:21]2[CH2:26][CH2:25][O:24][CH2:23][CH2:22]2)(=[O:20])=[O:19])[CH3:17])[O:11][N:10]=1)([CH3:8])[C:5](O)=[O:6].F[P-](F)(F)(F)(F)F.[N:36]1(OC(N(C)C)=[N+](C)C)[C:40]2N=CC=CC=2N=N1.C(N(CC)C(C)C)(C)C. (6) The reactants are [F:1][C:2]1[CH:22]=[C:21]([F:23])[CH:20]=[CH:19][C:3]=1[O:4][C:5]1[C:14]([O:15][CH3:16])=[CH:13][CH:12]=[C:11]2[C:6]=1[CH:7]=[CH:8][C:9](SC)=[N:10]2.O[O:25][S:26]([O-:28])=O.[K+].[CH3:30]O. The catalyst is O. The product is [F:1][C:2]1[CH:22]=[C:21]([F:23])[CH:20]=[CH:19][C:3]=1[O:4][C:5]1[C:14]([O:15][CH3:16])=[CH:13][CH:12]=[C:11]2[C:6]=1[CH:7]=[CH:8][C:9]([S:26]([CH3:30])(=[O:28])=[O:25])=[N:10]2. The yield is 0.380. (7) The reactants are [C:1](Cl)(=[O:8])[C:2]1[CH:7]=[CH:6][CH:5]=[CH:4][CH:3]=1.[O:10]([C:20]1[CH:25]=[CH:24][C:23]([N+:26]([O-:28])=[O:27])=[CH:22][CH:21]=1)[C@@H:11]1[O:19][CH2:18][C@H:16]([OH:17])[C@H:14]([OH:15])[C@H:12]1[OH:13]. The catalyst is CN(C=O)C.N1C=CC=CC=1. The product is [C:1]([O:13][C@@H:12]1[C@@H:14]([O:15][C:1](=[O:8])[C:2]2[CH:7]=[CH:6][CH:5]=[CH:4][CH:3]=2)[C@@H:16]([OH:17])[CH2:18][O:19][C@H:11]1[O:10][C:20]1[CH:21]=[CH:22][C:23]([N+:26]([O-:28])=[O:27])=[CH:24][CH:25]=1)(=[O:8])[C:2]1[CH:7]=[CH:6][CH:5]=[CH:4][CH:3]=1. The yield is 0.290.